This data is from Catalyst prediction with 721,799 reactions and 888 catalyst types from USPTO. The task is: Predict which catalyst facilitates the given reaction. (1) Reactant: [Br:1][C:2]1[N:6]([C:7]2[CH:12]=[CH:11][CH:10]=[CH:9][CH:8]=2)[N:5]=[C:4]([C:13]([O:15][CH2:16][CH3:17])=[O:14])[C:3]=1[CH:18]=[O:19].C1COCC1.[BH4-].[Na+]. Product: [Br:1][C:2]1[N:6]([C:7]2[CH:12]=[CH:11][CH:10]=[CH:9][CH:8]=2)[N:5]=[C:4]([C:13]([O:15][CH2:16][CH3:17])=[O:14])[C:3]=1[CH2:18][OH:19]. The catalyst class is: 14. (2) Reactant: [CH3:1][O:2][C:3](=[O:23])[CH2:4][CH2:5][C:6]1([CH3:22])[CH2:15][CH2:14][C:13]2[C:8](=[C:9]3[CH:20]4[CH2:21][CH:17]([CH2:18][CH2:19]4)[C:10]3=[C:11]([OH:16])[CH:12]=2)[O:7]1.C(N(C(C)C)CC)(C)C.[CH3:33][O:34][CH2:35]Cl. Product: [CH3:1][O:2][C:3](=[O:23])[CH2:4][CH2:5][C:6]1([CH3:22])[CH2:15][CH2:14][C:13]2[C:8](=[C:9]3[CH:20]4[CH2:21][CH:17]([CH2:18][CH2:19]4)[C:10]3=[C:11]([O:16][CH2:33][O:34][CH3:35])[CH:12]=2)[O:7]1. The catalyst class is: 448. (3) Reactant: [NH2:1][CH2:2][C:3]1[CH:8]=[CH:7][C:6](B(O)O)=[CH:5][CH:4]=1.Br[C:13]1[CH:18]=[CH:17][N:16]=[N:15][CH:14]=1.C([O-])([O-])=O.[Na+].[Na+].C(O)C. Product: [N:15]1[CH:14]=[CH:13][C:18]([C:6]2[CH:7]=[CH:8][C:3]([CH2:2][NH2:1])=[CH:4][CH:5]=2)=[CH:17][N:16]=1. The catalyst class is: 206.